Task: Predict the reactants needed to synthesize the given product.. Dataset: Full USPTO retrosynthesis dataset with 1.9M reactions from patents (1976-2016) Given the product [Cl:26][C:27]1[CH:44]=[CH:43][C:30]([CH2:31][O:32][C:33]2[C:34]([O:41][CH3:42])=[CH:35][C:36]([CH:39]([C:2]3[C:10]4[C:5](=[N:6][CH:7]=[CH:8][CH:9]=4)[N:4]([Si:11]([CH:18]([CH3:20])[CH3:19])([CH:15]([CH3:17])[CH3:16])[CH:12]([CH3:14])[CH3:13])[CH:3]=3)[OH:40])=[N:37][CH:38]=2)=[CH:29][CH:28]=1, predict the reactants needed to synthesize it. The reactants are: I[C:2]1[C:10]2[C:5](=[N:6][CH:7]=[CH:8][CH:9]=2)[N:4]([Si:11]([CH:18]([CH3:20])[CH3:19])([CH:15]([CH3:17])[CH3:16])[CH:12]([CH3:14])[CH3:13])[CH:3]=1.C([Mg]Cl)(C)C.[Cl:26][C:27]1[CH:44]=[CH:43][C:30]([CH2:31][O:32][C:33]2[C:34]([O:41][CH3:42])=[CH:35][C:36]([CH:39]=[O:40])=[N:37][CH:38]=2)=[CH:29][CH:28]=1.